Task: Predict the product of the given reaction.. Dataset: Forward reaction prediction with 1.9M reactions from USPTO patents (1976-2016) (1) The product is: [OH:21][C:22]1[CH:27]=[CH:26][CH:25]=[CH:24][C:23]=1[C:13]1[CH:14]=[CH:15][C:10]([N:8]2[CH:9]=[C:5]([NH:4][C:2]([NH2:1])=[O:3])[C:6]([C:18]([NH2:20])=[O:19])=[N:7]2)=[CH:11][C:12]=1[CH3:17]. Given the reactants [NH2:1][C:2]([NH:4][C:5]1[C:6]([C:18]([NH2:20])=[O:19])=[N:7][N:8]([C:10]2[CH:15]=[CH:14][C:13](I)=[C:12]([CH3:17])[CH:11]=2)[CH:9]=1)=[O:3].[OH:21][C:22]1[CH:27]=[CH:26][CH:25]=[CH:24][C:23]=1B(O)O.C([O-])([O-])=O.[Cs+].[Cs+], predict the reaction product. (2) Given the reactants [Cl:1][C:2]1[CH:16]=[CH:15][CH:14]=[CH:13][C:3]=1[CH2:4][CH:5]1[CH2:10][CH2:9][CH:8]([CH2:11][OH:12])[CH2:7][CH2:6]1.[F:17][C:18]1[CH:25]=[CH:24][CH:23]=[C:22](F)[C:19]=1[C:20]#[N:21].CC(C)([O-])C.[K+], predict the reaction product. The product is: [Cl:1][C:2]1[CH:16]=[CH:15][CH:14]=[CH:13][C:3]=1[CH2:4][CH:5]1[CH2:6][CH2:7][CH:8]([CH2:11][O:12][C:22]2[CH:23]=[CH:24][CH:25]=[C:18]([F:17])[C:19]=2[C:20]#[N:21])[CH2:9][CH2:10]1. (3) Given the reactants [Cl:1][C:2]1[CH:3]=[C:4]2[C:8](=[CH:9][CH:10]=1)[NH:7][C:6](=[O:11])[C:5]2=[O:12].Br[C:14]1[CH:19]=[CH:18][CH:17]=[CH:16][C:15]=1[F:20], predict the reaction product. The product is: [Cl:1][C:2]1[CH:3]=[C:4]2[C:8](=[CH:9][CH:10]=1)[NH:7][C:6](=[O:11])[C:5]2([C:14]1[CH:19]=[CH:18][CH:17]=[CH:16][C:15]=1[F:20])[OH:12]. (4) Given the reactants [NH2:1][C:2]1[CH:7]=[CH:6][CH:5]=[C:4]([O:8][CH3:9])[C:3]=1[C:10]([OH:13])([CH3:12])[CH3:11].C(N(CC)CC)C.[C:21](Cl)(=[O:23])[CH3:22].[NH4+].[Cl-], predict the reaction product. The product is: [OH:13][C:10]([C:3]1[C:4]([O:8][CH3:9])=[CH:5][CH:6]=[CH:7][C:2]=1[NH:1][C:21](=[O:23])[CH3:22])([CH3:11])[CH3:12].